Predict which catalyst facilitates the given reaction. From a dataset of Catalyst prediction with 721,799 reactions and 888 catalyst types from USPTO. (1) Reactant: [CH2:1]([N:8]1[CH2:13][CH2:12][C:11](=[O:14])[CH2:10][CH2:9]1)[C:2]1[CH:7]=[CH:6][CH:5]=[CH:4][CH:3]=1.Cl.[CH2:16]([O:18][Si](OCC)(OCC)OCC)[CH3:17].C(=O)([O-])[O-].[K+].[K+].[CH2:35](O)[CH3:36]. Product: [CH2:1]([N:8]1[CH2:13][CH2:12][C:11]([O:18][CH2:16][CH3:17])([O:14][CH2:35][CH3:36])[CH2:10][CH2:9]1)[C:2]1[CH:3]=[CH:4][CH:5]=[CH:6][CH:7]=1. The catalyst class is: 581. (2) Reactant: [F:1][C:2]1[CH:11]=[CH:10][C:9]([N+:12]([O-])=O)=[CH:8][C:3]=1[C:4]([O:6][CH3:7])=[O:5].O.O.[Sn](Cl)Cl.[OH-].[Na+]. Product: [NH2:12][C:9]1[CH:10]=[CH:11][C:2]([F:1])=[C:3]([CH:8]=1)[C:4]([O:6][CH3:7])=[O:5]. The catalyst class is: 13. (3) Reactant: F[C:2]1[CH:7]=[CH:6][C:5]([N+:8]([O-:10])=[O:9])=[CH:4][CH:3]=1.CS(C)=O.[CH3:15][N:16]([CH3:23])[CH:17]1[CH2:22][CH2:21][NH:20][CH2:19][CH2:18]1.C(N(CC)CC)C. Product: [CH3:15][N:16]([CH3:23])[CH:17]1[CH2:22][CH2:21][N:20]([C:2]2[CH:7]=[CH:6][C:5]([N+:8]([O-:10])=[O:9])=[CH:4][CH:3]=2)[CH2:19][CH2:18]1. The catalyst class is: 6.